This data is from Catalyst prediction with 721,799 reactions and 888 catalyst types from USPTO. The task is: Predict which catalyst facilitates the given reaction. (1) Reactant: [O:1]=[C:2]([CH3:11])[CH2:3][C:4]([O:6][C:7]([CH3:10])([CH3:9])[CH3:8])=[O:5].[Cl-].[Mg+2].[Cl-].[C:15](Cl)(=[O:17])[CH3:16].Cl. Product: [C:2]([CH:3]([C:15](=[O:17])[CH3:16])[C:4]([O:6][C:7]([CH3:10])([CH3:9])[CH3:8])=[O:5])(=[O:1])[CH3:11]. The catalyst class is: 272. (2) Reactant: [CH2:1]([O:8][C:9]([N:11]1[CH2:15][CH2:14][CH2:13][C@H:12]1[C:16]([OH:18])=O)=[O:10])[C:2]1[CH:7]=[CH:6][CH:5]=[CH:4][CH:3]=1.O=S(Cl)[Cl:21]. Product: [Cl:21][C:16]([C@@H:12]1[CH2:13][CH2:14][CH2:15][N:11]1[C:9]([O:8][CH2:1][C:2]1[CH:7]=[CH:6][CH:5]=[CH:4][CH:3]=1)=[O:10])=[O:18]. The catalyst class is: 2. (3) Reactant: [N:1]1[CH:6]=[CH:5][CH:4]=[C:3]([CH2:7][NH2:8])[CH:2]=1.[C:9](=O)(ON1C(=O)CCC1=O)[O:10]N1C(=O)CCC1=O.C(N(CC)CC)C.[NH:34]1[CH2:39][CH:38]=[C:37]([C:40]2[C:48]3[C:43](=[N:44][CH:45]=[CH:46][CH:47]=3)[NH:42][CH:41]=2)[CH2:36][CH2:35]1. Product: [N:1]1[CH:6]=[CH:5][CH:4]=[C:3]([CH2:7][NH:8][C:9]([N:34]2[CH2:35][CH:36]=[C:37]([C:40]3[C:48]4[C:43](=[N:44][CH:45]=[CH:46][CH:47]=4)[NH:42][CH:41]=3)[CH2:38][CH2:39]2)=[O:10])[CH:2]=1. The catalyst class is: 42.